This data is from Full USPTO retrosynthesis dataset with 1.9M reactions from patents (1976-2016). The task is: Predict the reactants needed to synthesize the given product. Given the product [F:1][C:2]1[CH:7]=[CH:6][C:5]([CH:8]([O:10][C:11]([NH:13][C:14]2[N:18]([CH3:19])[N:17]=[CH:16][C:15]=2[C:20]2[CH:25]=[CH:24][C:23]([C:26]3[CH:27]=[CH:28][C:29]([C:32]4([C:35]([OH:37])=[O:36])[CH2:34][CH2:33]4)=[CH:30][CH:31]=3)=[CH:22][CH:21]=2)=[O:12])[CH3:9])=[CH:4][CH:3]=1, predict the reactants needed to synthesize it. The reactants are: [F:1][C:2]1[CH:7]=[CH:6][C:5]([CH:8]([O:10][C:11]([NH:13][C:14]2[N:18]([CH3:19])[N:17]=[CH:16][C:15]=2[C:20]2[CH:25]=[CH:24][C:23]([C:26]3[CH:31]=[CH:30][C:29]([C:32]4([C:35]([O:37]C)=[O:36])[CH2:34][CH2:33]4)=[CH:28][CH:27]=3)=[CH:22][CH:21]=2)=[O:12])[CH3:9])=[CH:4][CH:3]=1.C1COCC1.[OH-].[Na+].